From a dataset of Reaction yield outcomes from USPTO patents with 853,638 reactions. Predict the reaction yield, written as a fraction of the theoretical maximum amount of product (1.0 means a 100% yield; for example, 0.34 means a 34% yield). (1) The reactants are [N+:1]([C:4]1[CH:9]=[CH:8][CH:7]=[CH:6][C:5]=1[C:10]1[CH:15]=[CH:14][CH:13]=[CH:12][C:11]=1[N+:16]([O-])=O)([O-])=O. The catalyst is [Pd].CCOC(C)=O. The product is [NH2:1][C:4]1[CH:9]=[CH:8][CH:7]=[CH:6][C:5]=1[C:10]1[CH:15]=[CH:14][CH:13]=[CH:12][C:11]=1[NH2:16]. The yield is 1.00. (2) The reactants are [Br:1][C:2]1[CH:3]=[C:4]([S:11](Cl)(=[O:13])=[O:12])[CH:5]=[C:6]([N+:8]([O-:10])=[O:9])[CH:7]=1.C(N(CC)C(C)C)(C)C.[N:24]1([C:30]([O:32][C:33]([CH3:36])([CH3:35])[CH3:34])=[O:31])[CH2:29][CH2:28][NH:27][CH2:26][CH2:25]1. The catalyst is C1COCC1. The product is [Br:1][C:2]1[CH:3]=[C:4]([S:11]([N:27]2[CH2:26][CH2:25][N:24]([C:30]([O:32][C:33]([CH3:36])([CH3:35])[CH3:34])=[O:31])[CH2:29][CH2:28]2)(=[O:13])=[O:12])[CH:5]=[C:6]([N+:8]([O-:10])=[O:9])[CH:7]=1. The yield is 0.770. (3) The reactants are [CH2:1]([N:8]1[CH2:12][CH:11]([C:13]2[CH:18]=[CH:17][C:16]([Cl:19])=[C:15]([Cl:20])[CH:14]=2)[CH:10]([NH:21][CH3:22])[CH2:9]1)[C:2]1[CH:7]=[CH:6][CH:5]=[CH:4][CH:3]=1.Br[CH2:24][C:25]1[CH:30]=[CH:29][C:28]([C:31]([F:34])([F:33])[F:32])=[CH:27][CH:26]=1.CCN(CC)CC. The catalyst is C1COCC1. The product is [CH2:1]([N:8]1[CH2:12][CH:11]([C:13]2[CH:18]=[CH:17][C:16]([Cl:19])=[C:15]([Cl:20])[CH:14]=2)[CH:10]([N:21]([CH3:22])[CH2:24][C:25]2[CH:30]=[CH:29][C:28]([C:31]([F:34])([F:33])[F:32])=[CH:27][CH:26]=2)[CH2:9]1)[C:2]1[CH:3]=[CH:4][CH:5]=[CH:6][CH:7]=1. The yield is 0.290. (4) The reactants are [Br:1][C:2]1[CH:7]=[CH:6][C:5]([NH:8][C:9]2[C:10]([C:17]([OH:19])=O)=[CH:11][N:12]([CH3:16])[C:13](=[O:15])[CH:14]=2)=[C:4]([F:20])[CH:3]=1.CCN=C=NCCCN(C)C.C1C=CC2N(O)N=NC=2C=1.[CH:42]([O:44][CH2:45][CH2:46][O:47][NH2:48])=[CH2:43].CCN(CC)CC. The catalyst is CN(C=O)C.CCOC(C)=O. The product is [CH:42]([O:44][CH2:45][CH2:46][O:47][NH:48][C:17]([C:10]1[C:9]([NH:8][C:5]2[CH:6]=[CH:7][C:2]([Br:1])=[CH:3][C:4]=2[F:20])=[CH:14][C:13](=[O:15])[N:12]([CH3:16])[CH:11]=1)=[O:19])=[CH2:43]. The yield is 0.520. (5) The reactants are [N+:1]([C:4]1[S:8][C:7]([CH:9]=O)=[CH:6][CH:5]=1)([O-:3])=[O:2].[CH3:11][O:12][C:13]1[CH:14]=[C:15]([CH:19]=[CH:20][C:21]=1[O:22][CH3:23])[CH2:16][C:17]#[N:18]. No catalyst specified. The product is [CH3:11][O:12][C:13]1[CH:14]=[C:15](/[C:16](=[CH:9]/[C:7]2[S:8][C:4]([N+:1]([O-:3])=[O:2])=[CH:5][CH:6]=2)/[C:17]#[N:18])[CH:19]=[CH:20][C:21]=1[O:22][CH3:23]. The yield is 0.0850. (6) The reactants are [F:1][C:2]1[CH:3]=[C:4]([C:12]2[C:13]3[CH:20]([CH2:21][C:22]([NH:24][CH3:25])=[O:23])[CH2:19][CH2:18][C:14]=3[CH:15]=[N:16][CH:17]=2)[CH:5]=[CH:6][C:7]=1[C:8]([F:11])([F:10])[F:9].[O:26]1[CH:30]=[CH:29]C(N)=[N:27]1. The product is [F:1][C:2]1[CH:3]=[C:4]([C:12]2[C:13]3[CH:20]([CH2:21][C:22]([NH:24][C:25]4[CH:29]=[CH:30][O:26][N:27]=4)=[O:23])[CH2:19][CH2:18][C:14]=3[CH:15]=[N:16][CH:17]=2)[CH:5]=[CH:6][C:7]=1[C:8]([F:11])([F:9])[F:10]. No catalyst specified. The yield is 0.220.